From a dataset of Reaction yield outcomes from USPTO patents with 853,638 reactions. Predict the reaction yield, written as a fraction of the theoretical maximum amount of product (1.0 means a 100% yield; for example, 0.34 means a 34% yield). (1) The reactants are [CH2:1]([P:3]([CH2:10][CH2:11][OH:12])(=[O:9])[O:4][CH2:5][CH2:6][CH2:7][CH3:8])[CH3:2].CC(C)=[O:15].OS(O)(=O)=O.O=[Cr](=O)=O.C(O)(C)C. The catalyst is CC(C)=O. The product is [CH2:1]([P:3]([O:4][CH2:5][CH2:6][CH2:7][CH3:8])([CH2:10][C:11]([OH:15])=[O:12])=[O:9])[CH3:2]. The yield is 0.810. (2) The reactants are C([O:8][C:9]1[CH:14]=[CH:13][C:12]([C:15]2[C:16](=[O:29])[N:17]([CH3:28])[C:18]([NH:21][C:22]3[CH:27]=[CH:26][CH:25]=[CH:24][CH:23]=3)=[N:19][CH:20]=2)=[CH:11][C:10]=1[F:30])C1C=CC=CC=1. The catalyst is C(O)(C(F)(F)F)=O. The product is [F:30][C:10]1[CH:11]=[C:12]([C:15]2[C:16](=[O:29])[N:17]([CH3:28])[C:18]([NH:21][C:22]3[CH:27]=[CH:26][CH:25]=[CH:24][CH:23]=3)=[N:19][CH:20]=2)[CH:13]=[CH:14][C:9]=1[OH:8]. The yield is 1.00. (3) No catalyst specified. The reactants are [NH2:1][C:2]1[C:7]([N+:8]([O-:10])=[O:9])=[CH:6][CH:5]=[CH:4][C:3]=1[OH:11].[CH2:12](C(CC)(CC)C([O-])([O-])[O-])[CH3:13]. The product is [CH3:12][C:13]1[O:11][C:3]2[CH:4]=[CH:5][CH:6]=[C:7]([N+:8]([O-:10])=[O:9])[C:2]=2[N:1]=1. The yield is 0.950. (4) The reactants are [Br:1][C:2]1[CH:7]=[C:6](F)[C:5]([N+:9]([O-:11])=[O:10])=[CH:4][C:3]=1[F:12].[H-].[Na+].[CH3:15][O:16][C:17]1[CH:18]=[C:19]([OH:23])[CH:20]=[CH:21][CH:22]=1. The catalyst is C1COCC1. The product is [Br:1][C:2]1[CH:7]=[C:6]([O:23][C:19]2[CH:20]=[CH:21][CH:22]=[C:17]([O:16][CH3:15])[CH:18]=2)[C:5]([N+:9]([O-:11])=[O:10])=[CH:4][C:3]=1[F:12]. The yield is 0.870. (5) The reactants are [H-].[Na+].CN(C=O)C.[OH:8][C@@H:9]1[CH2:13][CH2:12][N:11]([C:14]([O:16][C:17]([CH3:20])([CH3:19])[CH3:18])=[O:15])[CH2:10]1.C1(C)C=CC(S(O[CH2:31][CH2:32][F:33])(=O)=O)=CC=1. The yield is 0.410. The product is [F:33][CH2:32][CH2:31][O:8][C@@H:9]1[CH2:13][CH2:12][N:11]([C:14]([O:16][C:17]([CH3:20])([CH3:19])[CH3:18])=[O:15])[CH2:10]1. The catalyst is C(OCC)(=O)C. (6) The reactants are Br[C:2]1[CH:26]=[CH:25][C:5]([O:6][C:7]2[CH:14]=[CH:13][C:10]([C:11]#[N:12])=[C:9]([O:15][CH2:16][CH2:17][O:18][CH:19]3[CH2:24][CH2:23][CH2:22][CH2:21][O:20]3)[N:8]=2)=[CH:4][C:3]=1[CH:27]=[O:28].[B:29]1([B:29]2[O:33][C:32]([CH3:35])([CH3:34])[C:31]([CH3:37])([CH3:36])[O:30]2)[O:33][C:32]([CH3:35])([CH3:34])[C:31]([CH3:37])([CH3:36])[O:30]1.C([O-])(=O)C.[K+]. The catalyst is O1CCOCC1.C1C=CC(P(C2C=CC=CC=2)[C-]2C=CC=C2)=CC=1.C1C=CC(P(C2C=CC=CC=2)[C-]2C=CC=C2)=CC=1.Cl[Pd]Cl.[Fe+2]. The product is [CH:27]([C:3]1[CH:4]=[C:5]([CH:25]=[CH:26][C:2]=1[B:29]1[O:33][C:32]([CH3:35])([CH3:34])[C:31]([CH3:37])([CH3:36])[O:30]1)[O:6][C:7]1[CH:14]=[CH:13][C:10]([C:11]#[N:12])=[C:9]([O:15][CH2:16][CH2:17][O:18][CH:19]2[CH2:24][CH2:23][CH2:22][CH2:21][O:20]2)[N:8]=1)=[O:28]. The yield is 0.720.